From a dataset of Forward reaction prediction with 1.9M reactions from USPTO patents (1976-2016). Predict the product of the given reaction. The product is: [CH3:1][N:2]([C:3]1[CH:8]=[CH:7][N:6]2[CH:12]=[C:13]([C:15]3[CH:16]=[C:17]([CH3:21])[CH:18]=[CH:19][CH:20]=3)[N:9]=[C:5]2[CH:4]=1)[CH3:10]. Given the reactants [CH3:1][N:2]([CH3:10])[C:3]1[CH:8]=[CH:7][N:6]=[C:5]([NH2:9])[CH:4]=1.Br[CH2:12][C:13]([C:15]1[CH:16]=[C:17]([CH3:21])[CH:18]=[CH:19][CH:20]=1)=O, predict the reaction product.